Dataset: Catalyst prediction with 721,799 reactions and 888 catalyst types from USPTO. Task: Predict which catalyst facilitates the given reaction. (1) The catalyst class is: 2. Reactant: [CH2:1]([O:5][CH2:6][CH2:7][O:8][C:9]1[CH:14]=[CH:13][C:12]([C:15]2[CH:16]=[CH:17][C:18]3[N:24]([CH2:25][CH2:26][CH3:27])[CH2:23][CH2:22][C:21]([C:28]([NH:30][C:31]4[CH:32]=[N:33][C:34]([S:37][CH2:38][C:39]5[N:43]([CH2:44][CH2:45][CH3:46])[CH:42]=[N:41][CH:40]=5)=[CH:35][CH:36]=4)=[O:29])=[CH:20][C:19]=3[CH:47]=2)=[CH:11][CH:10]=1)[CH2:2][CH2:3][CH3:4].ClC1C=CC=C(C(OO)=[O:56])C=1.S([O-])([O-])(=O)=S.[Na+].[Na+]. Product: [CH2:1]([O:5][CH2:6][CH2:7][O:8][C:9]1[CH:14]=[CH:13][C:12]([C:15]2[CH:16]=[CH:17][C:18]3[N:24]([CH2:25][CH2:26][CH3:27])[CH2:23][CH2:22][C:21]([C:28]([NH:30][C:31]4[CH:32]=[N:33][C:34]([S:37]([CH2:38][C:39]5[N:43]([CH2:44][CH2:45][CH3:46])[CH:42]=[N:41][CH:40]=5)=[O:56])=[CH:35][CH:36]=4)=[O:29])=[CH:20][C:19]=3[CH:47]=2)=[CH:11][CH:10]=1)[CH2:2][CH2:3][CH3:4]. (2) Reactant: [Cl:1][C:2]1[CH:10]=[C:9]([CH3:11])[C:8]([C:12]2[CH:17]=[CH:16][CH:15]=[CH:14][N:13]=2)=[CH:7][C:3]=1[C:4]([OH:6])=O.[NH2:18][C:19]1[N:23]([C:24]2[CH:29]=[CH:28][CH:27]=[CH:26][CH:25]=2)[N:22]=[C:21]([C:30]#[N:31])[CH:20]=1.N1C=CC=CC=1.CCCP(=O)=O. Product: [Cl:1][C:2]1[CH:10]=[C:9]([CH3:11])[C:8]([C:12]2[CH:17]=[CH:16][CH:15]=[CH:14][N:13]=2)=[CH:7][C:3]=1[C:4]([NH:18][C:19]1[N:23]([C:24]2[CH:29]=[CH:28][CH:27]=[CH:26][CH:25]=2)[N:22]=[C:21]([C:30]#[N:31])[CH:20]=1)=[O:6]. The catalyst class is: 504. (3) Reactant: [C:1]([O:4][C@@H:5]1[C@@H:9]([CH2:10][O:11][C:12](=[O:14])[CH3:13])[O:8][C@@H:7]([N:15]2[C:25]3[N:24]=[C:22]([NH2:23])[NH:21][C:19](=[O:20])[C:18]=3[N:17]=[CH:16]2)[CH2:6]1)(=[O:3])[CH3:2].C1(P(C2C=CC=CC=2)C2C=CC=CC=2)C=CC=CC=1.[CH2:45](O)[C:46]1[CH:51]=[CH:50][CH:49]=[CH:48][CH:47]=1.CC(OC(/N=N/C(OC(C)C)=O)=O)C. Product: [C:1]([O:4][C@@H:5]1[C@@H:9]([CH2:10][O:11][C:12](=[O:14])[CH3:13])[O:8][C@@H:7]([N:15]2[C:25]3[N:24]=[C:22]([NH2:23])[N:21]=[C:19]([O:20][CH2:45][C:46]4[CH:51]=[CH:50][CH:49]=[CH:48][CH:47]=4)[C:18]=3[N:17]=[CH:16]2)[CH2:6]1)(=[O:3])[CH3:2]. The catalyst class is: 12. (4) Reactant: [C:1]([C:3]1[CH:4]=[CH:5][C:6]2[N:10]=[CH:9][N:8]([CH2:11][C@H:12]3[CH2:17][CH2:16][CH2:15][C@:14]([CH2:19][NH:20][CH2:21][C:22]4([CH3:34])[CH2:26][CH2:25][N:24]([C:27]([O:29][C:30]([CH3:33])([CH3:32])[CH3:31])=[O:28])[CH2:23]4)([OH:18])[CH2:13]3)[C:7]=2[CH:35]=1)#[N:2].C1N=CN([C:41](N2C=NC=C2)=[O:42])C=1. Product: [C:1]([C:3]1[CH:4]=[CH:5][C:6]2[N:10]=[CH:9][N:8]([CH2:11][C@H:12]3[CH2:17][CH2:16][CH2:15][C@:14]4([O:18][C:41](=[O:42])[N:20]([CH2:21][C:22]5([CH3:34])[CH2:26][CH2:25][N:24]([C:27]([O:29][C:30]([CH3:31])([CH3:33])[CH3:32])=[O:28])[CH2:23]5)[CH2:19]4)[CH2:13]3)[C:7]=2[CH:35]=1)#[N:2]. The catalyst class is: 12. (5) Reactant: C1C=CC2N(O)[N:8]=[N:7]C=2C=1.CCN=C=NCCCN(C)C.Cl.[Cl:23][C:24]1[CH:25]=[C:26]([CH:30]=[CH:31][N:32]=1)[C:27](O)=[O:28].O.NN. Product: [Cl:23][C:24]1[CH:25]=[C:26]([CH:30]=[CH:31][N:32]=1)[C:27]([NH:7][NH2:8])=[O:28]. The catalyst class is: 10. (6) Reactant: N(OC(C)(C)C)=O.N[C:9]1[N:17]=[C:16]([C:18]2[C:26]3[C:21](=[N:22][CH:23]=[CH:24][CH:25]=3)[N:20]([CH2:27][C:28]3[CH:33]=[CH:32][CH:31]=[CH:30][C:29]=3[F:34])[N:19]=2)[N:15]=[C:14]2[C:10]=1[N:11]([CH2:36][C:37]([F:40])([F:39])[F:38])[C:12](=[O:35])[NH:13]2.O. Product: [F:34][C:29]1[CH:30]=[CH:31][CH:32]=[CH:33][C:28]=1[CH2:27][N:20]1[C:21]2=[N:22][CH:23]=[CH:24][CH:25]=[C:26]2[C:18]([C:16]2[N:15]=[C:14]3[C:10]([N:11]([CH2:36][C:37]([F:38])([F:39])[F:40])[C:12](=[O:35])[NH:13]3)=[CH:9][N:17]=2)=[N:19]1. The catalyst class is: 9.